This data is from Forward reaction prediction with 1.9M reactions from USPTO patents (1976-2016). The task is: Predict the product of the given reaction. (1) Given the reactants [NH2:1][C@H:2]1[C@H:8]([C:9]2[CH:14]=[CH:13][C:12]([Cl:15])=[C:11]([Cl:16])[CH:10]=2)[O:7][CH2:6][CH2:5][N:4]([C:17]([O:19][C:20]([CH3:23])([CH3:22])[CH3:21])=[O:18])[CH2:3]1.[CH3:24]I, predict the reaction product. The product is: [Cl:16][C:11]1[CH:10]=[C:9]([C@@H:8]2[O:7][CH2:6][CH2:5][N:4]([C:17]([O:19][C:20]([CH3:23])([CH3:22])[CH3:21])=[O:18])[CH2:3][C@H:2]2[NH:1][CH3:24])[CH:14]=[CH:13][C:12]=1[Cl:15]. (2) Given the reactants [N+:1]([C:4]1[CH:12]=[C:11]2[C:7]([C:8]([C:13]([OH:15])=O)=[CH:9][NH:10]2)=[CH:6][CH:5]=1)([O-:3])=[O:2].S(Cl)(Cl)=O.[NH3:20], predict the reaction product. The product is: [N+:1]([C:4]1[CH:12]=[C:11]2[C:7]([C:8]([C:13]([NH2:20])=[O:15])=[CH:9][NH:10]2)=[CH:6][CH:5]=1)([O-:3])=[O:2]. (3) Given the reactants [F:1][C:2]([F:45])([F:44])[C:3]1[CH:4]=[C:5]([C:13]2([C:40]([F:43])([F:42])[F:41])[CH2:17][CH2:16][N:15]([C:18]3[N:23]=[CH:22][C:21]([CH2:24][N:25]4C(=O)C5C(=CC=CC=5)C4=O)=[C:20]([C:36]([F:39])([F:38])[F:37])[CH:19]=3)[CH2:14]2)[CH:6]=[C:7]([C:9]([F:12])([F:11])[F:10])[CH:8]=1.O.NN, predict the reaction product. The product is: [F:45][C:2]([F:1])([F:44])[C:3]1[CH:4]=[C:5]([C:13]2([C:40]([F:41])([F:42])[F:43])[CH2:17][CH2:16][N:15]([C:18]3[N:23]=[CH:22][C:21]([CH2:24][NH2:25])=[C:20]([C:36]([F:37])([F:38])[F:39])[CH:19]=3)[CH2:14]2)[CH:6]=[C:7]([C:9]([F:12])([F:11])[F:10])[CH:8]=1. (4) Given the reactants Br[C:2]1[CH:3]=[N:4][CH:5]=[C:6]([CH:27]=1)[C:7]([N:9]1[CH2:14][C:13]([F:16])([F:15])[CH2:12][CH:11]([C:17]([NH:19][C:20]2[CH:25]=[CH:24][C:23]([Cl:26])=[CH:22][CH:21]=2)=[O:18])[CH2:10]1)=[O:8].O1[CH2:33][CH2:32]OCC1.O.C(=O)([O-])[O-].[Cs+].[Cs+], predict the reaction product. The product is: [N:4]1[CH:5]=[C:6]([C:7]([N:9]2[CH2:14][C:13]([F:16])([F:15])[CH2:12][CH:11]([C:17]([NH:19][C:20]3[CH:25]=[CH:24][C:23]([Cl:26])=[CH:22][CH:21]=3)=[O:18])[CH2:10]2)=[O:8])[CH:27]=[C:2]([C:33]2[CH:32]=[CH:5][N:4]=[CH:3][CH:2]=2)[CH:3]=1. (5) Given the reactants Cl[C:2]1[N:9]=[CH:8][CH:7]=[CH:6][C:3]=1[C:4]#[N:5].[F:10][C:11]1[C:16]([F:17])=[CH:15][CH:14]=[CH:13][C:12]=1B(O)O, predict the reaction product. The product is: [F:10][C:11]1[C:16]([F:17])=[CH:15][CH:14]=[CH:13][C:12]=1[C:2]1[N:9]=[CH:8][CH:7]=[CH:6][C:3]=1[C:4]#[N:5]. (6) Given the reactants [NH2:1][C@H:2]([C:15]([NH:17][C:18]1[CH:19]=[N:20][N:21]([CH3:24])[C:22]=1[NH2:23])=[O:16])[CH2:3][CH2:4][CH2:5][CH2:6][NH:7][C:8](=[O:14])[O:9][C:10]([CH3:13])([CH3:12])[CH3:11].C(N(CC)CC)C.[C:32](O[C:32]([O:34][C:35]([CH3:38])([CH3:37])[CH3:36])=[O:33])([O:34][C:35]([CH3:38])([CH3:37])[CH3:36])=[O:33], predict the reaction product. The product is: [NH2:23][C:22]1[N:21]([CH3:24])[N:20]=[CH:19][C:18]=1[NH:17][C:15]([C@@H:2]([NH:1][C:32](=[O:33])[O:34][C:35]([CH3:38])([CH3:37])[CH3:36])[CH2:3][CH2:4][CH2:5][CH2:6][NH:7][C:8](=[O:14])[O:9][C:10]([CH3:13])([CH3:12])[CH3:11])=[O:16]. (7) The product is: [C:1]([O:5][C:6]([N:8]1[CH2:12][CH2:11][CH:10]([OH:14])[CH:9]1[CH2:15][C:16]1[C:24]2[C:19](=[CH:20][CH:21]=[CH:22][CH:23]=2)[NH:18][CH:17]=1)=[O:7])([CH3:4])([CH3:2])[CH3:3]. Given the reactants [C:1]([O:5][C:6]([N:8]1[C:12](=O)[CH2:11][CH:10]([OH:14])[CH:9]1[CH2:15][C:16]1[C:24]2[C:19](=[CH:20][CH:21]=[CH:22][CH:23]=2)[NH:18][CH:17]=1)=[O:7])([CH3:4])([CH3:3])[CH3:2].CSC.CCOCC, predict the reaction product.